Dataset: Catalyst prediction with 721,799 reactions and 888 catalyst types from USPTO. Task: Predict which catalyst facilitates the given reaction. (1) Reactant: [Cl-].[Al+3].[Cl-].[Cl-].C[O:6][C:7]1[N:8]=[CH:9][CH:10]=[C:11]2[C:15]=1[NH:14][CH:13]=[CH:12]2.[F:16][C:17]([F:28])([F:27])[C:18](O[C:18](=[O:19])[C:17]([F:28])([F:27])[F:16])=[O:19].C(=O)(O)[O-].[Na+]. Product: [F:16][C:17]([F:28])([F:27])[C:18]([C:12]1[C:11]2[CH:10]=[CH:9][NH:8][C:7](=[O:6])[C:15]=2[NH:14][CH:13]=1)=[O:19]. The catalyst class is: 4. (2) Reactant: [NH2:1][C:2]1[N:3]=[C:4]2[CH:9]=[CH:8][C:7]([O:10][C:11]3[CH:12]=[C:13]([NH:17][C:18](=[O:30])[C:19]4[CH:24]=[CH:23][CH:22]=[C:21]([C:25]5([C:28]#[N:29])[CH2:27][CH2:26]5)[CH:20]=4)[CH:14]=[CH:15][CH:16]=3)=[N:6][N:5]2[CH:31]=1.[N:32]1[CH:37]=[CH:36][CH:35]=[CH:34][C:33]=1[C:38](O)=[O:39].C(Cl)(=O)C(Cl)=O.O1CCCC1. Product: [C:28]([C:25]1([C:21]2[CH:20]=[C:19]([CH:24]=[CH:23][CH:22]=2)[C:18]([NH:17][C:13]2[CH:12]=[C:11]([CH:16]=[CH:15][CH:14]=2)[O:10][C:7]2[CH:8]=[CH:9][C:4]3[N:5]([CH:31]=[C:2]([NH:1][C:38]([C:33]4[CH:34]=[CH:35][CH:36]=[CH:37][N:32]=4)=[O:39])[N:3]=3)[N:6]=2)=[O:30])[CH2:27][CH2:26]1)#[N:29]. The catalyst class is: 637. (3) Reactant: C(OC(=O)CN1[CH2:11][CH2:10][N:9]([C:12]2[C:17]([N+:18]([O-])=O)=[CH:16][C:15]([C:21](=[O:26])[NH:22][CH:23]3[CH2:25][CH2:24]3)=[CH:14][N:13]=2)[CH2:8][CH2:7]1)C.[CH2:28]([OH:30])[CH3:29]. Product: [CH2:28]([O:30][C:21](=[O:26])[CH2:15][CH:14]1[CH2:7][CH2:8][N:9]([C:12]2[C:17]([NH2:18])=[CH:16][C:15]([C:21](=[O:26])[NH:22][CH:23]3[CH2:24][CH2:25]3)=[CH:14][N:13]=2)[CH2:10][CH2:11]1)[CH3:29]. The catalyst class is: 45. (4) Product: [Si:15]([O:14][CH:12]1[CH2:13][N:10]([C:7]2[S:8][CH:9]=[C:5]([CH2:4][NH:1][C:37]([C:32]3[S:36][CH:35]=[CH:34][CH:33]=3)=[O:38])[N:6]=2)[CH2:11]1)([C:28]([CH3:31])([CH3:30])[CH3:29])([C:22]1[CH:27]=[CH:26][CH:25]=[CH:24][CH:23]=1)[C:16]1[CH:21]=[CH:20][CH:19]=[CH:18][CH:17]=1. Reactant: [N:1]([CH2:4][C:5]1[N:6]=[C:7]([N:10]2[CH2:13][CH:12]([O:14][Si:15]([C:28]([CH3:31])([CH3:30])[CH3:29])([C:22]3[CH:27]=[CH:26][CH:25]=[CH:24][CH:23]=3)[C:16]3[CH:21]=[CH:20][CH:19]=[CH:18][CH:17]=3)[CH2:11]2)[S:8][CH:9]=1)=[N+]=[N-].[C:32]1([C:37](Cl)=[O:38])[S:36][CH:35]=[CH:34][CH:33]=1.C(N(CC)CC)C. The catalyst class is: 293. (5) Reactant: [CH2:1]([NH:5][C:6](=[O:35])[C@H:7]([CH3:34])[CH2:8][C@H:9]([OH:33])[C@@H:10]([NH:22][C:23](=[O:32])[CH2:24][CH2:25][S:26]([CH2:29][CH:30]=[CH2:31])(=[O:28])=[O:27])[CH2:11][C:12]1[CH:17]=[CH:16][CH:15]=[C:14]([O:18][CH2:19]C=C)[CH:13]=1)[CH2:2][CH2:3][CH3:4]. Product: [CH2:1]([NH:5][C:6](=[O:35])[C@H:7]([CH3:34])[CH2:8][C@H:9]([OH:33])[C@@H:10]1[CH2:11][C:12]2[CH:13]=[C:14]([CH:15]=[CH:16][CH:17]=2)[O:18][CH2:19][CH2:31][CH2:30][CH2:29][S:26](=[O:28])(=[O:27])[CH2:25][CH2:24][C:23](=[O:32])[NH:22]1)[CH2:2][CH2:3][CH3:4]. The catalyst class is: 4. (6) The catalyst class is: 3. Product: [CH2:12]([N:10]1[C:9](=[O:11])[CH2:8][CH2:7][O:6][CH2:5][CH:4]1[CH3:3])[C:13]1[CH:18]=[CH:17][CH:16]=[CH:15][CH:14]=1. Reactant: [H-].[Na+].[CH3:3][CH:4]1[NH:10][C:9](=[O:11])[CH2:8][CH2:7][O:6][CH2:5]1.[CH2:12](Br)[C:13]1[CH:18]=[CH:17][CH:16]=[CH:15][CH:14]=1. (7) Reactant: [F:1][C:2]1[CH:10]=[CH:9][C:8]([CH2:11][C:12]2[C:21]3[C:16](=[CH:17][CH:18]=[CH:19][CH:20]=3)[C:15](=[O:22])[NH:14][N:13]=2)=[CH:7][C:3]=1[C:4](O)=[O:5].F[P-](F)(F)(F)(F)F.N1(OC(N(C)C)=[N+](C)C)C2C=CC=CC=2N=N1.[CH2:47]([NH:49][C:50]([C:52]1[N:53]=[C:54]([C:61]([F:64])([F:63])[F:62])[N:55]2[CH2:60][CH2:59][NH:58][CH2:57][C:56]=12)=[O:51])[CH3:48].C(N(CC)C(C)C)(C)C. Product: [CH2:47]([NH:49][C:50]([C:52]1[N:53]=[C:54]([C:61]([F:63])([F:64])[F:62])[N:55]2[CH2:60][CH2:59][N:58]([C:4](=[O:5])[C:3]3[CH:7]=[C:8]([CH2:11][C:12]4[C:21]5[C:16](=[CH:17][CH:18]=[CH:19][CH:20]=5)[C:15](=[O:22])[NH:14][N:13]=4)[CH:9]=[CH:10][C:2]=3[F:1])[CH2:57][C:56]=12)=[O:51])[CH3:48]. The catalyst class is: 35. (8) Reactant: Br[C:2]1[N:12]=[CH:11][CH:10]=[C:9]([OH:13])[C:3]=1[C:4]([O:6][CH2:7][CH3:8])=[O:5].[O:14]1[CH2:18][CH2:17][CH2:16][CH:15]1[CH2:19]O.[C:21]1(P(C2C=CC=CC=2)C2C=CC=CC=2)C=CC=C[CH:22]=1.N(C(OC(C)C)=O)=NC(OC(C)C)=O. Product: [O:14]1[CH2:18][CH2:17][CH2:16][CH:15]1[CH2:19][O:13][C:9]1[C:3]([C:4]([O:6][CH2:7][CH3:8])=[O:5])=[C:2]([CH:21]=[CH2:22])[N:12]=[CH:11][CH:10]=1. The catalyst class is: 1. (9) Reactant: [C:1]([O:5][C:6]([N:8]1[CH2:12][C@@H:11]([NH:13][CH2:14][C:15]2[CH:20]=[CH:19][C:18]([C:21]#[N:22])=[CH:17][CH:16]=2)[CH2:10][C@H:9]1[C:23]([N:25]1[CH2:29][CH2:28][CH2:27][C@H:26]1[C:30]#[N:31])=[O:24])=[O:7])([CH3:4])([CH3:3])[CH3:2].Cl.Cl.[C:34]([C@@H]1CCCN1C([C@@H]1C[C@H](NCC2C=CC(C#N)=CC=2)CN1)=O)#N.C=O.C([BH3-])#N.[Na+]. Product: [C:1]([O:5][C:6]([N:8]1[CH2:12][C@@H:11]([N:13]([CH2:14][C:15]2[CH:20]=[CH:19][C:18]([C:21]#[N:22])=[CH:17][CH:16]=2)[CH3:34])[CH2:10][C@H:9]1[C:23]([N:25]1[CH2:29][CH2:28][CH2:27][C@H:26]1[C:30]#[N:31])=[O:24])=[O:7])([CH3:4])([CH3:2])[CH3:3]. The catalyst class is: 477.